From a dataset of Full USPTO retrosynthesis dataset with 1.9M reactions from patents (1976-2016). Predict the reactants needed to synthesize the given product. (1) Given the product [Cl:28][C:25]1[CH:26]=[CH:27][C:22]([C:17]2([CH2:16][C:12]3[N:11]4[CH2:29][CH2:30][N:31]([CH:34]([CH3:36])[CH3:35])[C:32](=[O:33])[C:10]4=[C:9]([OH:8])[C:14](=[O:15])[N:13]=3)[CH2:21][CH2:20][CH2:19][CH2:18]2)=[CH:23][CH:24]=1, predict the reactants needed to synthesize it. The reactants are: C([O:8][C:9]1[C:14](=[O:15])[N:13]=[C:12]([CH2:16][C:17]2([C:22]3[CH:27]=[CH:26][C:25]([Cl:28])=[CH:24][CH:23]=3)[CH2:21][CH2:20][CH2:19][CH2:18]2)[N:11]2[CH2:29][CH2:30][N:31]([CH:34]([CH3:36])[CH3:35])[C:32](=[O:33])[C:10]=12)C1C=CC=CC=1.C1(C2C=CC=CC=2)C=CC=CC=1CC1N2CCN(C)C(=O)C2=C(O)C(=O)N=1. (2) Given the product [Br:1][C:2]1[C:10]2[C:9]([NH:11][C:12]3[CH:13]=[C:14]4[CH:20]=[N:19][NH:18][C:15]4=[N:16][CH:17]=3)=[N:8][CH:7]=[N:6][C:5]=2[NH:4][C:3]=1[C:21]([N:26]1[CH2:27][CH2:28][O:29][CH2:30][C@H:25]1[CH3:24])=[O:22], predict the reactants needed to synthesize it. The reactants are: [Br:1][C:2]1[C:10]2[C:9]([NH:11][C:12]3[CH:13]=[C:14]4[CH:20]=[N:19][NH:18][C:15]4=[N:16][CH:17]=3)=[N:8][CH:7]=[N:6][C:5]=2[NH:4][C:3]=1[C:21](O)=[O:22].[CH3:24][C@@H:25]1[CH2:30][O:29][CH2:28][CH2:27][NH:26]1. (3) Given the product [CH3:9][O:8][C:5]1[CH:6]=[CH:7][C:2]([N:15]2[CH2:16][C@@H:17]3[CH2:20][C@H:14]2[CH2:19][O:18]3)=[CH:3][C:4]=1[N+:10]([O-:12])=[O:11], predict the reactants needed to synthesize it. The reactants are: Br[C:2]1[CH:7]=[CH:6][C:5]([O:8][CH3:9])=[C:4]([N+:10]([O-:12])=[O:11])[CH:3]=1.Cl.[C@H:14]12[CH2:20][C@H:17]([O:18][CH2:19]1)[CH2:16][NH:15]2.C1(P(C2CCCCC2)C2C=CC=CC=2C2C=CC=CC=2)CCCCC1.C(=O)([O-])[O-].[Cs+].[Cs+].C(N(CC)CC)C. (4) Given the product [NH2:18][C:16]1[CH:15]=[CH:14][C:13]([O:21][CH3:22])=[C:12]([NH:11][S:8]([C:5]2[CH:6]=[CH:7][C:2]([Br:1])=[C:3]([F:23])[CH:4]=2)(=[O:10])=[O:9])[CH:17]=1, predict the reactants needed to synthesize it. The reactants are: [Br:1][C:2]1[CH:7]=[CH:6][C:5]([S:8]([NH:11][C:12]2[CH:17]=[C:16]([N+:18]([O-])=O)[CH:15]=[CH:14][C:13]=2[O:21][CH3:22])(=[O:10])=[O:9])=[CH:4][C:3]=1[F:23].C([O-])=O.[NH4+].O.